This data is from Forward reaction prediction with 1.9M reactions from USPTO patents (1976-2016). The task is: Predict the product of the given reaction. (1) Given the reactants [NH2:1][C:2]1[CH:7]=[CH:6][C:5]([C:8]2[CH2:9][C@@H:10]3[N:16]([CH:17]=2)[C:15](=[O:18])[C:14]2[CH:19]=[C:20]([O:63][CH3:64])[C:21]([O:23][CH2:24][CH2:25][CH2:26][O:27][C:28]4[C:60]([O:61][CH3:62])=[CH:59][C:31]5[C:32](=[O:58])[N:33]6[CH:48]=[C:47]([C:49]7[CH:57]=[CH:56][C:52]8[O:53][CH2:54][O:55][C:51]=8[CH:50]=7)[CH2:46][C@H:34]6[C:35](=O)[N:36](COCC[Si](C)(C)C)[C:30]=5[CH:29]=4)=[CH:22][C:13]=2[N:12](COCC[Si](C)(C)C)[C:11]3=O)=[CH:4][CH:3]=1.[Li+].[B-](CC)(CC)CC.O, predict the reaction product. The product is: [NH2:1][C:2]1[CH:3]=[CH:4][C:5]([C:8]2[CH2:9][C@@H:10]3[N:16]([CH:17]=2)[C:15](=[O:18])[C:14]2[CH:19]=[C:20]([O:63][CH3:64])[C:21]([O:23][CH2:24][CH2:25][CH2:26][O:27][C:28]4[C:60]([O:61][CH3:62])=[CH:59][C:31]5[C:32](=[O:58])[N:33]6[CH:48]=[C:47]([C:49]7[CH:57]=[CH:56][C:52]8[O:53][CH2:54][O:55][C:51]=8[CH:50]=7)[CH2:46][C@H:34]6[CH:35]=[N:36][C:30]=5[CH:29]=4)=[CH:22][C:13]=2[N:12]=[CH:11]3)=[CH:6][CH:7]=1. (2) Given the reactants [CH3:1][O:2][C:3]([C@@H:5]([N:13]1[CH2:21][C:17]2[CH:18]=[CH:19][S:20][C:16]=2[CH2:15][CH2:14]1)[C:6]1[CH:7]=[CH:8][CH:9]=[CH:10][C:11]=1[Cl:12])=[O:4].[S:22](=[O:26])(=[O:25])([OH:24])[OH:23], predict the reaction product. The product is: [CH3:1][O:2][C:3]([C@@H:5]([N:13]1[CH2:21][C:17]2[CH:18]=[CH:19][S:20][C:16]=2[CH2:15][CH2:14]1)[C:6]1[CH:7]=[CH:8][CH:9]=[CH:10][C:11]=1[Cl:12])=[O:4].[OH:25][S:22]([OH:26])(=[O:24])=[O:23].